Dataset: Full USPTO retrosynthesis dataset with 1.9M reactions from patents (1976-2016). Task: Predict the reactants needed to synthesize the given product. (1) Given the product [ClH:1].[NH2:9][CH2:10][CH2:11][O:12][C:13]1[CH:17]=[CH:16][O:15][N:14]=1, predict the reactants needed to synthesize it. The reactants are: [ClH:1].C(OC([NH:9][CH2:10][CH2:11][O:12][C:13]1[CH:17]=[CH:16][O:15][N:14]=1)=O)(C)(C)C. (2) Given the product [P:1]([O:22][C:23]([CH3:26])([CH3:25])[CH3:24])([O:17][C:18]([CH3:21])([CH3:20])[CH3:19])([O:3][CH2:4][CH:5]1[O:9][N:8]=[C:7]([C:10]2[CH:15]=[CH:14][C:13]([C:36]3[CH:35]=[CH:34][C:33]([N:32]4[CH2:31][C@H:30]([CH2:43][NH:44][C:45](=[O:47])[CH3:46])[O:29][C:28]4=[O:27])=[CH:38][CH:37]=3)=[CH:12][CH:11]=2)[CH2:6]1)=[O:2], predict the reactants needed to synthesize it. The reactants are: [P:1]([O:22][C:23]([CH3:26])([CH3:25])[CH3:24])([O:17][C:18]([CH3:21])([CH3:20])[CH3:19])([O:3][CH2:4][CH:5]1[O:9][N:8]=[C:7]([C:10]2[CH:15]=[CH:14][C:13](Br)=[CH:12][CH:11]=2)[CH2:6]1)=[O:2].[O:27]=[C:28]1[N:32]([C:33]2[CH:38]=[CH:37][C:36]([Sn](C)(C)C)=[CH:35][CH:34]=2)[CH2:31][C@H:30]([CH2:43][NH:44][C:45](=[O:47])[CH3:46])[O:29]1.O1C=CC=C1P(C1OC=CC=1)C1OC=CC=1. (3) Given the product [CH3:9][O:8][C:6]([C:5]1[CH:10]=[CH:11][C:2]([NH:18][CH2:12][CH2:13][CH2:14][CH2:15][CH2:16][CH3:17])=[CH:3][CH:4]=1)=[O:7], predict the reactants needed to synthesize it. The reactants are: Cl[C:2]1[CH:11]=[CH:10][C:5]([C:6]([O:8][CH3:9])=[O:7])=[CH:4][CH:3]=1.[CH2:12]([NH2:18])[CH2:13][CH2:14][CH2:15][CH2:16][CH3:17].[O-]P([O-])([O-])=O.[K+].[K+].[K+]. (4) Given the product [C:1]1([CH:11]=[N:43][C:17]([O:16][Si:23]([CH3:30])([CH3:29])[CH3:22])=[CH2:18])[C:10]2[C:5](=[CH:6][CH:7]=[CH:8][CH:9]=2)[CH:4]=[CH:3][CH:2]=1, predict the reactants needed to synthesize it. The reactants are: [C:1]1([CH:11]=O)[C:10]2[C:5](=[CH:6][CH:7]=[CH:8][CH:9]=2)[CH:4]=[CH:3][CH:2]=1.ClC1C=[C:16](C=CC=1)[CH:17]=[O:18].[CH3:22][Si:23]([CH3:30])([CH3:29])N[Si:23]([CH3:30])([CH3:29])[CH3:22].C([Li])CCC.C[Si](Cl)(C)C.C([N:43](CC)CC)C.C(Cl)(=O)C. (5) Given the product [CH2:1]([O:3][C:4](=[O:24])[CH2:5][CH:6]([C:8]1[CH:17]=[C:16]2[C:11]([CH2:12][CH2:13][NH:14][CH2:15]2)=[CH:10][CH:9]=1)[CH3:7])[CH3:2], predict the reactants needed to synthesize it. The reactants are: [CH2:1]([O:3][C:4](=[O:24])[CH2:5][CH:6]([C:8]1[CH:17]=[C:16]2[C:11]([CH2:12][CH2:13][N:14](C(=O)C(F)(F)F)[CH2:15]2)=[CH:10][CH:9]=1)[CH3:7])[CH3:2].[O-]CC.[Na+]. (6) Given the product [Br:1][C:2]1[CH:3]=[CH:4][C:5]([NH:10][NH2:11])=[N:6][CH:7]=1, predict the reactants needed to synthesize it. The reactants are: [Br:1][C:2]1[CH:3]=[CH:4][C:5](F)=[N:6][CH:7]=1.O.[NH2:10][NH2:11].